This data is from Catalyst prediction with 721,799 reactions and 888 catalyst types from USPTO. The task is: Predict which catalyst facilitates the given reaction. (1) Reactant: [F:1][C:2]1[CH:3]=[CH:4][C:5]([NH:24][C:25](=O)[C@@H:26]([NH:28][C:29]2[N:37]=[CH:36][N:35]=[C:34]3[C:30]=2[N:31]=[CH:32][N:33]3C2CCCCO2)[CH3:27])=[C:6]([NH:8][C@@H:9]2[CH2:14][CH2:13][CH2:12][N:11]([CH2:15][CH2:16][O:17]C(=O)C(C)(C)C)[CH2:10]2)[CH:7]=1. Product: [F:1][C:2]1[CH:3]=[CH:4][C:5]2[N:24]=[C:25]([C@@H:26]([NH:28][C:29]3[N:37]=[CH:36][N:35]=[C:34]4[C:30]=3[N:31]=[CH:32][NH:33]4)[CH3:27])[N:8]([C@@H:9]3[CH2:14][CH2:13][CH2:12][N:11]([CH2:15][CH2:16][OH:17])[CH2:10]3)[C:6]=2[CH:7]=1. The catalyst class is: 33. (2) Product: [ClH:1].[F:2][C:3]1[CH:8]=[C:7]([C:9]2[CH:14]=[CH:13][NH:12][C:11](=[O:15])[CH:10]=2)[CH:6]=[C:5]([OH:17])[C:4]=1[C:18]1[N:19]=[N:20][C:21]([N:24]([CH3:35])[CH:25]2[CH2:30][C:29]([CH3:31])([CH3:32])[NH:28][C:27]([CH3:34])([CH3:33])[CH2:26]2)=[CH:22][CH:23]=1. Reactant: [ClH:1].[F:2][C:3]1[C:4]([C:18]2[N:19]=[N:20][C:21]([N:24]([CH3:35])[CH:25]3[CH2:30][C:29]([CH3:32])([CH3:31])[NH:28][C:27]([CH3:34])([CH3:33])[CH2:26]3)=[CH:22][CH:23]=2)=[C:5]([OH:17])[CH:6]=[C:7]([C:9]2[CH:14]=[CH:13][N:12]=[C:11]([O:15]C)[CH:10]=2)[CH:8]=1.Cl.N1C=CC=CC=1.Cl. The catalyst class is: 816. (3) Reactant: O.[NH2:2][NH2:3].Cl[C:5]1[NH:10][C:9](=[O:11])[N:8]([CH3:12])[C:7](=[O:13])[CH:6]=1. Product: [NH:2]([C:5]1[NH:10][C:9](=[O:11])[N:8]([CH3:12])[C:7](=[O:13])[CH:6]=1)[NH2:3]. The catalyst class is: 8. (4) Reactant: [CH2:1]([CH2:3][NH2:4])[OH:2].C(N(CC)CC)C.[C:12](Cl)(=[O:22])[CH2:13][CH2:14][CH2:15][CH2:16][CH2:17][CH2:18][CH2:19][CH2:20][CH3:21]. Product: [C:12]([NH:4][CH2:3][CH2:1][OH:2])(=[O:22])[CH2:13][CH2:14][CH2:15][CH2:16][CH2:17][CH2:18][CH2:19][CH2:20][CH3:21]. The catalyst class is: 7. (5) Reactant: [ClH:1].[Br:2][C:3]1[CH:4]=[C:5]([C:29]([CH3:32])([CH3:31])[CH3:30])[C:6]([OH:28])=[C:7]([C@@H:9]([NH:16][C:17](=[O:27])[CH2:18][NH:19]C(OC(C)(C)C)=O)[CH2:10][C:11]([O:13][CH2:14][CH3:15])=[O:12])[CH:8]=1.C(#N)C. Product: [ClH:1].[NH2:19][CH2:18][C:17]([NH:16][C@H:9]([C:7]1[CH:8]=[C:3]([Br:2])[CH:4]=[C:5]([C:29]([CH3:32])([CH3:31])[CH3:30])[C:6]=1[OH:28])[CH2:10][C:11]([O:13][CH2:14][CH3:15])=[O:12])=[O:27]. The catalyst class is: 12. (6) Reactant: [CH:1]([CH:4]1[C:10]2=[C:11]3[C:15](=[CH:16][CH:17]=[C:9]2[O:8][CH2:7][CH2:6][NH:5]1)[N:14]([S:18]([C:21]1[CH:26]=[CH:25][CH:24]=[CH:23][CH:22]=1)(=[O:20])=[O:19])[CH:13]=[CH:12]3)([CH3:3])[CH3:2].C=O.[C:29](O[BH-](OC(=O)C)OC(=O)C)(=O)C.[Na+]. Product: [CH:1]([CH:4]1[C:10]2=[C:11]3[C:15](=[CH:16][CH:17]=[C:9]2[O:8][CH2:7][CH2:6][N:5]1[CH3:29])[N:14]([S:18]([C:21]1[CH:26]=[CH:25][CH:24]=[CH:23][CH:22]=1)(=[O:20])=[O:19])[CH:13]=[CH:12]3)([CH3:3])[CH3:2]. The catalyst class is: 5.